From a dataset of Reaction yield outcomes from USPTO patents with 853,638 reactions. Predict the reaction yield, written as a fraction of the theoretical maximum amount of product (1.0 means a 100% yield; for example, 0.34 means a 34% yield). (1) The reactants are [CH3:1][S:2]([C:5]1[CH:6]=[C:7]([C:11]2[CH:12]=[N:13][CH:14]=[CH:15][CH:16]=2)[CH:8]=[CH:9][CH:10]=1)(=[O:4])=[O:3].Cl. The catalyst is CO.O.O.[Pt](=O)=O. The product is [CH3:1][S:2]([C:5]1[CH:6]=[C:7]([CH:11]2[CH2:16][CH2:15][CH2:14][NH:13][CH2:12]2)[CH:8]=[CH:9][CH:10]=1)(=[O:4])=[O:3]. The yield is 0.200. (2) The reactants are [CH2:1]([O:3][C:4](=[O:16])[C:5]1[CH:10]=[C:9]([F:11])[CH:8]=[C:7](F)[C:6]=1[N+:13]([O-:15])=[O:14])[CH3:2].C(=O)([O-])[O-].[NH4+:21].[NH4+].O. The catalyst is CN(C=O)C. The product is [CH2:1]([O:3][C:4](=[O:16])[C:5]1[CH:10]=[C:9]([F:11])[CH:8]=[C:7]([NH2:21])[C:6]=1[N+:13]([O-:15])=[O:14])[CH3:2]. The yield is 0.750.